From a dataset of Aqueous solubility values for 9,982 compounds from the AqSolDB database. Regression/Classification. Given a drug SMILES string, predict its absorption, distribution, metabolism, or excretion properties. Task type varies by dataset: regression for continuous measurements (e.g., permeability, clearance, half-life) or binary classification for categorical outcomes (e.g., BBB penetration, CYP inhibition). For this dataset (solubility_aqsoldb), we predict Y. (1) The molecule is Oc1c(Cl)c(Cl)cc(Cl)c1Cl. The Y is -3.37 log mol/L. (2) The compound is O=Cc1cc(O)c(O)c([N+](=O)[O-])c1. The Y is -1.94 log mol/L. (3) The molecule is CCCNC(=O)n1cc(F)c(=O)[nH]c1=O. The Y is -1.83 log mol/L. (4) The compound is O=Cc1c(O)ccc2ccccc12. The Y is -3.89 log mol/L. (5) The molecule is CN1C[C@@H]2C[C@H]1CN2c1cc2c(cc1F)c(=O)c(C(=O)O)cn2C1CC1. The Y is -2.90 log mol/L. (6) The compound is CC1N(c2c(F)cc3c(=O)c(C(=O)O)cn(C4CC4)c3c2F)CC1(C)N. The Y is -5.04 log mol/L. (7) The drug is O=c1c(C2CCCc3ccccc32)c(O)oc2ccccc12. The Y is -4.86 log mol/L.